From a dataset of Full USPTO retrosynthesis dataset with 1.9M reactions from patents (1976-2016). Predict the reactants needed to synthesize the given product. Given the product [N:1]1([C:5]([C:7]2[CH:12]=[C:11]([B:15]([OH:19])[OH:16])[CH:10]=[N:9][C:8]=2[CH3:14])=[O:6])[CH2:4][CH2:3][CH2:2]1, predict the reactants needed to synthesize it. The reactants are: [N:1]1([C:5]([C:7]2[C:8]([CH3:14])=[N:9][CH:10]=[C:11](Br)[CH:12]=2)=[O:6])[CH2:4][CH2:3][CH2:2]1.[B:15]1(B2OC(C)(C)C(C)(C)O2)[O:19]C(C)(C)C(C)(C)[O:16]1.C([O-])(=O)C.[K+].